Task: Predict the reactants needed to synthesize the given product.. Dataset: Full USPTO retrosynthesis dataset with 1.9M reactions from patents (1976-2016) (1) Given the product [F:1][C:2]([F:28])([F:27])[O:3][C:4]1[CH:5]=[CH:6][C:7]([N:10]2[CH:14]=[N:13][C:12]([C:15]3[CH:20]=[CH:19][C:18]([CH:21]([CH3:26])[CH2:22][C:23]([N:52]=[N+:53]=[N-:54])=[O:25])=[CH:17][CH:16]=3)=[N:11]2)=[CH:8][CH:9]=1, predict the reactants needed to synthesize it. The reactants are: [F:1][C:2]([F:28])([F:27])[O:3][C:4]1[CH:9]=[CH:8][C:7]([N:10]2[CH:14]=[N:13][C:12]([C:15]3[CH:20]=[CH:19][C:18]([CH:21]([CH3:26])[CH2:22][C:23]([OH:25])=O)=[CH:17][CH:16]=3)=[N:11]2)=[CH:6][CH:5]=1.C(N(CC)CC)C.P([N:52]=[N+:53]=[N-:54])(=O)(OC1C=CC=CC=1)OC1C=CC=CC=1. (2) Given the product [CH3:3][O:4][C:5](=[O:21])[CH2:6][C:7]1[S:8][C:9]([C:12]2[CH:17]=[CH:16][CH:15]=[C:14]([NH2:18])[CH:13]=2)=[CH:10][CH:11]=1, predict the reactants needed to synthesize it. The reactants are: N#N.[CH3:3][O:4][C:5](=[O:21])[CH2:6][C:7]1[S:8][C:9]([C:12]2[CH:17]=[CH:16][CH:15]=[C:14]([N+:18]([O-])=O)[CH:13]=2)=[CH:10][CH:11]=1. (3) Given the product [C:13]([O:17][C:18]([NH:20][CH:21]1[CH2:25][CH2:24][N:23]([C:2]2[C:11]3[C:6](=[CH:7][C:8]([Cl:12])=[CH:9][CH:10]=3)[N:5]=[CH:4][CH:3]=2)[CH2:22]1)=[O:19])([CH3:16])([CH3:14])[CH3:15], predict the reactants needed to synthesize it. The reactants are: Cl[C:2]1[C:11]2[C:6](=[CH:7][C:8]([Cl:12])=[CH:9][CH:10]=2)[N:5]=[CH:4][CH:3]=1.[C:13]([O:17][C:18]([NH:20][CH:21]1[CH2:25][CH2:24][NH:23][CH2:22]1)=[O:19])([CH3:16])([CH3:15])[CH3:14].N12CCN(CC1)CC2. (4) Given the product [C:34]([O:33][C:29]([NH:30][NH:31][C:25]([C:9]1[N:10]=[C:11]([N:12]2[CH2:17][CH2:16][N:15]3[C:18]([C:21]([F:24])([F:22])[F:23])=[N:19][N:20]=[C:14]3[CH2:13]2)[C:6]2[CH:5]=[C:4]([CH2:1][CH2:2][CH3:3])[S:28][C:7]=2[N:8]=1)=[O:27])=[O:32])([CH3:37])([CH3:36])[CH3:35], predict the reactants needed to synthesize it. The reactants are: [CH2:1]([C:4]1[S:28][C:7]2[N:8]=[C:9]([C:25]([OH:27])=O)[N:10]=[C:11]([N:12]3[CH2:17][CH2:16][N:15]4[C:18]([C:21]([F:24])([F:23])[F:22])=[N:19][N:20]=[C:14]4[CH2:13]3)[C:6]=2[CH:5]=1)[CH2:2][CH3:3].[C:29]([O:33][C:34]([CH3:37])([CH3:36])[CH3:35])(=[O:32])[NH:30][NH2:31].C(Cl)CCl.C1C=CC2N(O)N=NC=2C=1.C(N(CC)CC)C. (5) Given the product [CH2:1]([O:3][C:4](=[O:19])[C:5]1[CH:10]=[C:9]([C:11]([F:14])([F:13])[F:12])[C:8]([CH:15]2[O:22][CH2:20][CH2:21][O:16]2)=[C:7]([Cl:17])[C:6]=1[NH2:18])[CH3:2], predict the reactants needed to synthesize it. The reactants are: [CH2:1]([O:3][C:4](=[O:19])[C:5]1[CH:10]=[C:9]([C:11]([F:14])([F:13])[F:12])[C:8]([CH:15]=[O:16])=[C:7]([Cl:17])[C:6]=1[NH2:18])[CH3:2].[CH2:20]([O:22]C(=O)C1C=C(OC(F)(F)F)C(C2OCCO2)=C(Cl)C=1N)[CH3:21]. (6) Given the product [N:23]1[CH:28]=[CH:27][C:26]([C:29]2[CH:34]=[CH:33][N:32]3[C:35]([C:38]4[CH:43]=[CH:42][C:41]([CH2:44][C:45]([NH:47][C:48]5[CH:53]=[CH:52][CH:51]=[C:50]([C:54]([F:57])([F:56])[F:55])[CH:49]=5)=[S:10])=[CH:40][CH:39]=4)=[CH:36][N:37]=[C:31]3[CH:30]=2)=[CH:25][CH:24]=1, predict the reactants needed to synthesize it. The reactants are: COC1C=CC(P2(SP(C3C=CC(OC)=CC=3)(=S)S2)=[S:10])=CC=1.[N:23]1[CH:28]=[CH:27][C:26]([C:29]2[CH:34]=[CH:33][N:32]3[C:35]([C:38]4[CH:43]=[CH:42][C:41]([CH2:44][C:45]([NH:47][C:48]5[CH:53]=[CH:52][CH:51]=[C:50]([C:54]([F:57])([F:56])[F:55])[CH:49]=5)=O)=[CH:40][CH:39]=4)=[CH:36][N:37]=[C:31]3[CH:30]=2)=[CH:25][CH:24]=1.CO. (7) Given the product [CH2:1]([N:3]1[C:15]2[CH:14]=[CH:13][C:12]([C:29]([C:19]3[C:28]4[C:23](=[CH:24][CH:25]=[CH:26][CH:27]=4)[CH:22]=[CH:21][CH:20]=3)=[O:30])=[CH:11][C:10]=2[C:9]2[C:4]1=[CH:5][CH:6]=[CH:7][CH:8]=2)[CH3:2], predict the reactants needed to synthesize it. The reactants are: [CH2:1]([N:3]1[C:15]2[CH:14]=[CH:13][C:12](C(O)=O)=[CH:11][C:10]=2[C:9]2[C:4]1=[CH:5][CH:6]=[CH:7][CH:8]=2)[CH3:2].[C:19]1([C:29](Cl)=[O:30])[C:28]2[C:23](=[CH:24][CH:25]=[CH:26][CH:27]=2)[CH:22]=[CH:21][CH:20]=1.